From a dataset of Catalyst prediction with 721,799 reactions and 888 catalyst types from USPTO. Predict which catalyst facilitates the given reaction. (1) Reactant: [NH2:1][C:2]1[N:7]=[C:6](Cl)[C:5]([C:9]#[N:10])=[C:4]([CH3:11])[N:3]=1.[NH2:12][C@H:13]([C:15]1[N:20]=[C:19]2[CH:21]=[CH:22][N:23]([CH3:24])[C:18]2=[CH:17][C:16]=1[N:25]1[CH2:30][CH2:29][N:28]([C:31]([O:33][C:34]([CH3:37])([CH3:36])[CH3:35])=[O:32])[C@H:27]([CH3:38])[CH2:26]1)[CH3:14].C(N(CC)CC)C. Product: [NH2:1][C:2]1[N:7]=[C:6]([NH:12][C@H:13]([C:15]2[N:20]=[C:19]3[CH:21]=[CH:22][N:23]([CH3:24])[C:18]3=[CH:17][C:16]=2[N:25]2[CH2:30][CH2:29][N:28]([C:31]([O:33][C:34]([CH3:35])([CH3:37])[CH3:36])=[O:32])[C@H:27]([CH3:38])[CH2:26]2)[CH3:14])[C:5]([C:9]#[N:10])=[C:4]([CH3:11])[N:3]=1. The catalyst class is: 16. (2) Reactant: C(N(CC)C(C)C)(C)C.[CH3:10][CH:11]1[NH:16][CH2:15][CH2:14][NH:13][C:12]1=[O:17].CCN=C=NCCCN(C)C.C1C=CC2N(O)N=NC=2C=1.[CH2:39]([C:41]1[C:57]([F:58])=[CH:56][C:44]([O:45][C:46]2[CH:54]=[CH:53][C:49]([C:50](O)=[O:51])=[CH:48][C:47]=2[F:55])=[C:43]([O:59]C)[CH:42]=1)[CH3:40]. Product: [CH2:39]([C:41]1[C:57]([F:58])=[CH:56][C:44]([O:45][C:46]2[CH:54]=[CH:53][C:49]([C:50]([N:16]3[CH2:15][CH2:14][NH:13][C:12](=[O:17])[CH:11]3[CH3:10])=[O:51])=[CH:48][C:47]=2[F:55])=[C:43]([OH:59])[CH:42]=1)[CH3:40]. The catalyst class is: 46.